Dataset: NCI-60 drug combinations with 297,098 pairs across 59 cell lines. Task: Regression. Given two drug SMILES strings and cell line genomic features, predict the synergy score measuring deviation from expected non-interaction effect. (1) Drug 2: C1=NC(=NC(=O)N1C2C(C(C(O2)CO)O)O)N. Drug 1: CCCCC(=O)OCC(=O)C1(CC(C2=C(C1)C(=C3C(=C2O)C(=O)C4=C(C3=O)C=CC=C4OC)O)OC5CC(C(C(O5)C)O)NC(=O)C(F)(F)F)O. Synergy scores: CSS=42.5, Synergy_ZIP=3.84, Synergy_Bliss=6.72, Synergy_Loewe=-3.33, Synergy_HSA=5.44. Cell line: SN12C. (2) Drug 1: CC1=C2C(C(=O)C3(C(CC4C(C3C(C(C2(C)C)(CC1OC(=O)C(C(C5=CC=CC=C5)NC(=O)C6=CC=CC=C6)O)O)OC(=O)C7=CC=CC=C7)(CO4)OC(=O)C)O)C)OC(=O)C. Drug 2: C#CCC(CC1=CN=C2C(=N1)C(=NC(=N2)N)N)C3=CC=C(C=C3)C(=O)NC(CCC(=O)O)C(=O)O. Cell line: SR. Synergy scores: CSS=79.8, Synergy_ZIP=0.557, Synergy_Bliss=0.135, Synergy_Loewe=-5.89, Synergy_HSA=-0.0300.